Predict the reactants needed to synthesize the given product. From a dataset of Full USPTO retrosynthesis dataset with 1.9M reactions from patents (1976-2016). (1) Given the product [C:19]([O:18][C:16]([N:13]1[CH2:14][CH2:15][CH:10]([O:9][C:3]2[C:2]([Cl:1])=[CH:7][N:6]=[C:5]([O-:8])[CH:4]=2)[CH2:11][CH2:12]1)=[O:17])([CH3:22])([CH3:20])[CH3:21].[CH2:43]([N+:34]([CH2:30][CH2:31][CH2:32][CH3:33])([CH2:35][CH2:36][CH2:37][CH3:38])[CH2:39][CH2:40][CH2:41][CH3:42])[CH2:44][CH2:45][CH3:46], predict the reactants needed to synthesize it. The reactants are: [Cl:1][C:2]1[C:3]([O:9][CH:10]2[CH2:15][CH2:14][N:13]([C:16]([O:18][C:19]([CH3:22])([CH3:21])[CH3:20])=[O:17])[CH2:12][CH2:11]2)=[CH:4][C:5](=[O:8])[NH:6][CH:7]=1.N1C=CC=CC=1.[OH-].[CH2:30]([N+:34]([CH2:43][CH2:44][CH2:45][CH3:46])([CH2:39][CH2:40][CH2:41][CH3:42])[CH2:35][CH2:36][CH2:37][CH3:38])[CH2:31][CH2:32][CH3:33]. (2) The reactants are: [Cl:1][C:2]1[CH:3]=[CH:4][C:5]([N:41]2[CH:45]=[C:44]([Cl:46])[N:43]=[N:42]2)=[C:6]([C:8]2[N:9]=[CH:10][N:11]([C@@H:15]3[C:31]4[CH:32]=[C:27]([CH:28]=[CH:29][N:30]=4)[C:26]4[C:22](=[CH:23][N:24]([CH:33]5[CH2:38][CH2:37][NH:36][CH2:35][CH2:34]5)[N:25]=4)[NH:21][C:20](=[O:39])[C@H:19]([CH3:40])[CH2:18][CH2:17][CH2:16]3)[C:12](=[O:14])[CH:13]=2)[CH:7]=1.Cl[C:48]([O:50][CH3:51])=[O:49].CCN(CC)CC. Given the product [Cl:1][C:2]1[CH:3]=[CH:4][C:5]([N:41]2[CH:45]=[C:44]([Cl:46])[N:43]=[N:42]2)=[C:6]([C:8]2[N:9]=[CH:10][N:11]([C@@H:15]3[C:31]4[CH:32]=[C:27]([CH:28]=[CH:29][N:30]=4)[C:26]4[C:22](=[CH:23][N:24]([CH:33]5[CH2:38][CH2:37][N:36]([C:48]([O:50][CH3:51])=[O:49])[CH2:35][CH2:34]5)[N:25]=4)[NH:21][C:20](=[O:39])[C@H:19]([CH3:40])[CH2:18][CH2:17][CH2:16]3)[C:12](=[O:14])[CH:13]=2)[CH:7]=1, predict the reactants needed to synthesize it.